From a dataset of Full USPTO retrosynthesis dataset with 1.9M reactions from patents (1976-2016). Predict the reactants needed to synthesize the given product. (1) Given the product [NH2:14][C:16]1[C:17](=[O:24])[N:18]([CH3:23])[CH:19]=[C:20]([Br:22])[CH:21]=1, predict the reactants needed to synthesize it. The reactants are: C(=[NH:14])(C1C=CC=CC=1)C1C=CC=CC=1.Br[C:16]1[C:17](=[O:24])[N:18]([CH3:23])[CH:19]=[C:20]([Br:22])[CH:21]=1.C1C=CC(P(C2C(C3C(P(C4C=CC=CC=4)C4C=CC=CC=4)=CC=C4C=3C=CC=C4)=C3C(C=CC=C3)=CC=2)C2C=CC=CC=2)=CC=1.C([O-])([O-])=O.[Cs+].[Cs+]. (2) Given the product [CH:31]1([N:39]([CH2:1][C:3]2[CH:30]=[CH:29][C:6]3[N:7]([CH2:24][C:25]([OH:28])([CH3:26])[CH3:27])[C:8]([NH:10][C:11]([C:13]4[S:14][C:15]([C:18]5[O:22][C:21]([CH3:23])=[N:20][CH:19]=5)=[CH:16][CH:17]=4)=[O:12])=[N:9][C:5]=3[CH:4]=2)[CH3:40])[CH2:32][CH2:33][CH2:34][CH2:35][CH2:36]1, predict the reactants needed to synthesize it. The reactants are: [CH:1]([C:3]1[CH:30]=[CH:29][C:6]2[N:7]([CH2:24][C:25]([OH:28])([CH3:27])[CH3:26])[C:8]([NH:10][C:11]([C:13]3[S:14][C:15]([C:18]4[O:22][C:21]([CH3:23])=[N:20][CH:19]=4)=[CH:16][CH:17]=3)=[O:12])=[N:9][C:5]=2[CH:4]=1)=O.[CH:31]1(CN)[CH2:36][CH2:35][CH2:34][CH2:33][CH2:32]1.[N-:39]=[C:40]=O. (3) Given the product [CH:1]1([CH2:7][O:8][C:9]2[C:10]3[N:11]([C:15]([C:19]([NH:21][C@H:22]([C:26]4[CH:31]=[CH:30][CH:29]=[CH:28][C:27]=4[F:32])[CH2:23][C:24]([OH:35])=[O:25])=[O:20])=[C:16]([CH3:18])[N:17]=3)[CH:12]=[CH:13][CH:14]=2)[CH2:6][CH2:5][CH2:4][CH2:3][CH2:2]1, predict the reactants needed to synthesize it. The reactants are: [CH:1]1([CH2:7][O:8][C:9]2[C:10]3[N:11]([C:15]([C:19]([NH:21][C@H:22]([C:26]4[CH:31]=[CH:30][CH:29]=[CH:28][C:27]=4[F:32])[CH2:23][CH2:24][OH:25])=[O:20])=[C:16]([CH3:18])[N:17]=3)[CH:12]=[CH:13][CH:14]=2)[CH2:6][CH2:5][CH2:4][CH2:3][CH2:2]1.CC(OI1(OC(C)=O)(OC(C)=O)OC(=O)C2C1=CC=CC=2)=[O:35].C(=O)(O)[O-].[Na+].S([O-])([O-])(=O)=S.[Na+].[Na+]. (4) Given the product [Br:1][C:2]1[CH:3]=[C:4]2[C:12](=[CH:13][CH:14]=1)[NH:11][C:10]1[CH:9]([O:24][CH2:25][C:26]3[CH:31]=[CH:30][CH:29]=[CH:28][CH:27]=3)[CH2:8][CH2:7][CH2:6][C:5]2=1, predict the reactants needed to synthesize it. The reactants are: [Br:1][C:2]1[CH:3]=[C:4]2[C:12](=[CH:13][CH:14]=1)[N:11](S(C1C=CC=CC=1)(=O)=O)[C:10]1[CH:9]([OH:24])[CH2:8][CH2:7][CH2:6][C:5]2=1.[CH2:25](Br)[C:26]1[CH:31]=[CH:30][CH:29]=[CH:28][CH:27]=1.[H-].[Na+].C(OCC1C=CC=CC=1)C1C=CC=CC=1.[OH-].[Na+]. (5) Given the product [CH:16]([OH:18])=[O:17].[Cl:26][C:27]1[CH:28]=[C:29]([NH:34][NH:35][C:16](=[O:18])[CH:15]([N:19]2[CH2:20][CH2:21][N:22]([CH3:25])[CH2:23][CH2:24]2)[C:5]2[CH:6]=[CH:10][C:9]3[C:11](=[CH:12][CH:13]=[CH:14][CH:8]=3)[CH:4]=2)[CH:30]=[C:31]([Cl:33])[CH:32]=1, predict the reactants needed to synthesize it. The reactants are: Cl.C1[C:10]2[C:9]3[CH:11]=[CH:12][CH:13]=[CH:14][C:8]=3S[C:6]=2[C:5]([CH:15]([N:19]2[CH2:24][CH2:23][N:22]([CH3:25])[CH2:21][CH2:20]2)[C:16]([OH:18])=[O:17])=[CH:4]C=1.[Cl:26][C:27]1[CH:28]=[C:29]([NH:34][NH2:35])[CH:30]=[C:31]([Cl:33])[CH:32]=1. (6) Given the product [Cl:18][C:15]1[CH:16]=[CH:17][C:12]([C:7]2[C:6]([CH2:4][OH:3])=[C:10]([CH3:11])[O:9][N:8]=2)=[N:13][CH:14]=1, predict the reactants needed to synthesize it. The reactants are: C([O:3][C:4]([C:6]1[C:7]([C:12]2[CH:17]=[CH:16][C:15]([Cl:18])=[CH:14][N:13]=2)=[N:8][O:9][C:10]=1[CH3:11])=O)C.C(OC(C1C(C2C=CC(F)=CN=2)=NOC=1C)=O)C. (7) Given the product [CH3:11][NH:10][C:8]([C:6]1[N:7]=[C:2]([NH:1][S:41]([CH2:40][C:37]2[CH:38]=[CH:39][C:34]([Cl:33])=[CH:35][CH:36]=2)(=[O:42])=[O:43])[N:3]([CH3:21])[C:4](=[O:20])[C:5]=1[O:12][CH2:13][C:14]1[CH:19]=[CH:18][CH:17]=[CH:16][CH:15]=1)=[O:9], predict the reactants needed to synthesize it. The reactants are: [NH2:1][C:2]1[N:3]([CH3:21])[C:4](=[O:20])[C:5]([O:12][CH2:13][C:14]2[CH:19]=[CH:18][CH:17]=[CH:16][CH:15]=2)=[C:6]([C:8]([NH:10][CH3:11])=[O:9])[N:7]=1.CN(C=O)C.CC(C)([O-])C.[K+].[Cl:33][C:34]1[CH:39]=[CH:38][C:37]([CH2:40][S:41](Cl)(=[O:43])=[O:42])=[CH:36][CH:35]=1. (8) The reactants are: [OH:1][C:2]1[CH:6]([C:7]2[CH:12]=[CH:11][CH:10]=[CH:9][CH:8]=2)[CH2:5][C:4](=[O:13])[CH:3]=1.[CH:14](=O)[C:15]1[CH:20]=[CH:19][CH:18]=[CH:17][CH:16]=1.[Cl:22][C:23]1[CH:31]=[C:30]2[C:26]([C:27]([CH2:32][C:33]([NH2:36])([CH3:35])[CH3:34])=[CH:28][NH:29]2)=[CH:25][CH:24]=1. Given the product [NH2:36][C:33]([CH3:34])([CH3:35])[CH2:32][C:27]1[C:26]2[C:30](=[CH:31][C:23]([Cl:22])=[CH:24][CH:25]=2)[NH:29][C:28]=1[CH:14]([C:15]1[CH:20]=[CH:19][CH:18]=[CH:17][CH:16]=1)[C:3]1[C:4](=[O:13])[CH2:5][CH:6]([C:7]2[CH:12]=[CH:11][CH:10]=[CH:9][CH:8]=2)[C:2]=1[OH:1], predict the reactants needed to synthesize it. (9) Given the product [CH3:18][C@@H:19]1[CH2:23][CH2:22][CH2:21][N:20]1[CH2:24][CH2:25][C:26]1[CH:31]=[CH:30][C:29]([C:2]2[CH:7]=[CH:6][C:5]([S:8]([CH2:11][CH:12]3[CH2:17][CH2:16][O:15][CH2:14][CH2:13]3)(=[O:10])=[O:9])=[CH:4][CH:3]=2)=[CH:28][CH:27]=1, predict the reactants needed to synthesize it. The reactants are: Br[C:2]1[CH:7]=[CH:6][C:5]([S:8]([CH2:11][CH:12]2[CH2:17][CH2:16][O:15][CH2:14][CH2:13]2)(=[O:10])=[O:9])=[CH:4][CH:3]=1.[CH3:18][C@@H:19]1[CH2:23][CH2:22][CH2:21][N:20]1[CH2:24][CH2:25][C:26]1[CH:31]=[CH:30][C:29](B(O)O)=[CH:28][CH:27]=1.